Dataset: Reaction yield outcomes from USPTO patents with 853,638 reactions. Task: Predict the reaction yield, written as a fraction of the theoretical maximum amount of product (1.0 means a 100% yield; for example, 0.34 means a 34% yield). (1) The reactants are [CH3:1][N:2]([CH3:8])[C@@H:3]1[CH2:7][CH2:6][NH:5][CH2:4]1.[Cl:9][C:10]1[C:11]([C:29]2[C:37]3[C:32](=[CH:33][CH:34]=[CH:35][CH:36]=3)[N:31]([CH3:38])[CH:30]=2)=[N:12][C:13]([NH:16][C:17]2[CH:22]=[C:21]([N+:23]([O-:25])=[O:24])[C:20](F)=[CH:19][C:18]=2[O:27][CH3:28])=[N:14][CH:15]=1. The yield is 0.890. The catalyst is CC(N(C)C)=O. The product is [Cl:9][C:10]1[C:11]([C:29]2[C:37]3[C:32](=[CH:33][CH:34]=[CH:35][CH:36]=3)[N:31]([CH3:38])[CH:30]=2)=[N:12][C:13]([NH:16][C:17]2[CH:22]=[C:21]([N+:23]([O-:25])=[O:24])[C:20]([N:5]3[CH2:6][CH2:7][C@@H:3]([N:2]([CH3:8])[CH3:1])[CH2:4]3)=[CH:19][C:18]=2[O:27][CH3:28])=[N:14][CH:15]=1. (2) The reactants are [CH3:1][O:2][C:3]([CH:5](P(OC)(OC)=O)[NH:6][C:7]([O:9][CH2:10][C:11]1[CH:16]=[CH:15][CH:14]=[CH:13][CH:12]=1)=[O:8])=[O:4].[Br:23][C:24]1[CH:25]=[C:26]([CH:29]=O)[S:27][CH:28]=1.C1CCN2C(=NCCC2)CC1. The catalyst is ClCCl. The product is [CH2:10]([O:9][C:7]([NH:6]/[C:5](=[CH:29]\[C:26]1[S:27][CH:28]=[C:24]([Br:23])[CH:25]=1)/[C:3]([O:2][CH3:1])=[O:4])=[O:8])[C:11]1[CH:12]=[CH:13][CH:14]=[CH:15][CH:16]=1. The yield is 0.680. (3) The reactants are [CH2:1]([C:3]1[CH:4]=[C:5]2[C:9](=[CH:10][CH:11]=1)[N:8](S(C1C=CC=CC=1)(=O)=O)[CH2:7][CH2:6]2)[CH3:2].[OH-].[Na+]. The catalyst is Br. The product is [CH2:1]([C:3]1[CH:4]=[C:5]2[C:9](=[CH:10][CH:11]=1)[NH:8][CH2:7][CH2:6]2)[CH3:2]. The yield is 0.320. (4) The reactants are [CH:1]([C:5]1[CH:10]=[CH:9][CH:8]=[C:7]([CH:11]([CH2:13][CH3:14])[CH3:12])[C:6]=1[O:15][C:16](=[O:18])[NH2:17])([CH2:3][CH3:4])[CH3:2]. The catalyst is CCCCCC.C(OCC)(=O)C. The product is [C@H:1]([C:5]1[CH:10]=[CH:9][CH:8]=[C:7]([C@@H:11]([CH2:13][CH3:14])[CH3:12])[C:6]=1[O:15][C:16](=[O:18])[NH:17][C@@H:1]([C:5]1[CH:10]=[CH:9][CH:8]=[CH:7][CH:6]=1)[CH3:2])([CH2:3][CH3:4])[CH3:2]. The yield is 0.530. (5) The reactants are C(OS(O)(=O)=O)C.[CH3:8][N:9]1[C:13]2[CH:14]=[C:15]([N+:18]([O-:20])=[O:19])[CH:16]=[CH:17][C:12]=2[N:11]=[C:10]1[CH2:21][CH2:22][CH2:23][C:24]([O:26][CH2:27][CH3:28])=[O:25].[OH-].[Na+]. The catalyst is O. The product is [CH3:8][N:9]1[C:13]2[CH:14]=[C:15]([N+:18]([O-:20])=[O:19])[CH:16]=[CH:17][C:12]=2[N:11]=[C:10]1[CH2:21][CH2:22][CH2:23][C:24]([O:26][CH2:27][CH3:28])=[O:25]. The yield is 0.920.